Dataset: Peptide-MHC class I binding affinity with 185,985 pairs from IEDB/IMGT. Task: Regression. Given a peptide amino acid sequence and an MHC pseudo amino acid sequence, predict their binding affinity value. This is MHC class I binding data. (1) The peptide sequence is YLVAYQQTV. The MHC is Patr-B0101 with pseudo-sequence Patr-B0101. The binding affinity (normalized) is 0. (2) The peptide sequence is KAAVDLSHFL. The MHC is HLA-A68:02 with pseudo-sequence HLA-A68:02. The binding affinity (normalized) is 0.178. (3) The peptide sequence is ATKDSFQSF. The MHC is HLA-A02:11 with pseudo-sequence HLA-A02:11. The binding affinity (normalized) is 0.0847. (4) The peptide sequence is ISIRPRVTK. The MHC is HLA-A02:03 with pseudo-sequence HLA-A02:03. The binding affinity (normalized) is 0. (5) The peptide sequence is PLVQQEDDK. The MHC is HLA-A31:01 with pseudo-sequence HLA-A31:01. The binding affinity (normalized) is 0.0847. (6) The MHC is HLA-A33:01 with pseudo-sequence HLA-A33:01. The peptide sequence is GLACYRFVK. The binding affinity (normalized) is 0.305. (7) The peptide sequence is TPDWNNETWQ. The MHC is Mamu-A2201 with pseudo-sequence Mamu-A2201. The binding affinity (normalized) is 0. (8) The peptide sequence is AVDLSHFLK. The MHC is HLA-A02:01 with pseudo-sequence HLA-A02:01. The binding affinity (normalized) is 0.